This data is from Full USPTO retrosynthesis dataset with 1.9M reactions from patents (1976-2016). The task is: Predict the reactants needed to synthesize the given product. (1) Given the product [Cl:1][C:2]1[N:3]2[C:7]([N:8]=[C:9]3[CH2:15][CH2:14][N:13]([CH3:18])[CH2:12][CH2:11][C:10]=13)=[CH:6][CH:5]=[N:4]2, predict the reactants needed to synthesize it. The reactants are: [Cl:1][C:2]1[N:3]2[C:7]([N:8]=[C:9]3[CH2:15][CH2:14][NH:13][CH2:12][CH2:11][C:10]=13)=[CH:6][CH:5]=[N:4]2.C=O.[C:18](O[BH-](OC(=O)C)OC(=O)C)(=O)C.[Na+]. (2) Given the product [CH:21]([C:24]1[CH:29]=[CH:28][CH:27]=[C:26]([CH:30]([CH3:31])[CH3:32])[C:25]=1[NH:33][C:34](=[O:35])[N:10]([C:7]1[CH:8]=[CH:9][C:4]([CH:1]([CH3:3])[CH3:2])=[CH:5][CH:6]=1)[CH2:11][C:12]1[CH:13]=[CH:14][C:15]([CH:18]([CH3:20])[CH3:19])=[CH:16][CH:17]=1)([CH3:22])[CH3:23], predict the reactants needed to synthesize it. The reactants are: [CH:1]([C:4]1[CH:9]=[CH:8][C:7]([NH:10][CH2:11][C:12]2[CH:17]=[CH:16][C:15]([CH:18]([CH3:20])[CH3:19])=[CH:14][CH:13]=2)=[CH:6][CH:5]=1)([CH3:3])[CH3:2].[CH:21]([C:24]1[CH:29]=[CH:28][CH:27]=[C:26]([CH:30]([CH3:32])[CH3:31])[C:25]=1[N:33]=[C:34]=[O:35])([CH3:23])[CH3:22]. (3) Given the product [CH:28]1([NH:24][C:4](=[O:6])[C@H:3]([N:7]2[CH:16]=[CH:15][C:14]3[C:9](=[CH:10][CH:11]=[CH:12][C:13]=3[N+:17]([O-:19])=[O:18])[C:8]2=[O:20])[CH:2]([CH3:1])[CH3:21])[CH2:29][CH2:30]1, predict the reactants needed to synthesize it. The reactants are: [CH3:1][CH:2]([CH3:21])[C@@H:3]([N:7]1[CH:16]=[CH:15][C:14]2[C:9](=[CH:10][CH:11]=[CH:12][C:13]=2[N+:17]([O-:19])=[O:18])[C:8]1=[O:20])[C:4]([OH:6])=O.O.O[N:24]1[C:28]2[CH:29]=[CH:30][CH:30]=[CH:29][C:28]=2[N:24]=N1.Cl.CN(C)CCCN=C=NCC.C(N(CC)C(C)C)(C)C.C1(N)CC1. (4) Given the product [Br:1][C:2]1[CH:11]=[C:10]2[C:5](=[N:4][C:3]=1[O:13][CH2:14][CH2:15][CH2:16][CH2:17][N:33]1[CH2:32][CH2:31][N:30]([C:20]3[C:29]4[C:24](=[CH:25][CH:26]=[CH:27][CH:28]=4)[CH:23]=[CH:22][CH:21]=3)[CH2:35][CH2:34]1)[NH:6][C:7](=[O:12])[CH2:8][CH2:9]2, predict the reactants needed to synthesize it. The reactants are: [Br:1][C:2]1[C:3]([O:13][CH2:14][CH2:15][CH2:16][CH:17]=O)=[N:4][C:5]2[NH:6][C:7](=[O:12])[CH2:8][CH2:9][C:10]=2[CH:11]=1.Cl.[C:20]1([N:30]2[CH2:35][CH2:34][NH:33][CH2:32][CH2:31]2)[C:29]2[C:24](=[CH:25][CH:26]=[CH:27][CH:28]=2)[CH:23]=[CH:22][CH:21]=1.CCN(CC)CC.[BH-](OC(C)=O)(OC(C)=O)OC(C)=O.[Na+]. (5) The reactants are: C(OC([N:8]1[CH2:14][CH2:13][C:12](=[O:15])[N:11]([CH2:16][CH2:17][CH2:18][N:19]2[CH2:24][CH2:23][CH2:22][CH2:21][CH2:20]2)[CH2:10][CH2:9]1)=O)(C)(C)C.Cl.CO. Given the product [N:19]1([CH2:18][CH2:17][CH2:16][N:11]2[C:12](=[O:15])[CH2:13][CH2:14][NH:8][CH2:9][CH2:10]2)[CH2:20][CH2:21][CH2:22][CH2:23][CH2:24]1, predict the reactants needed to synthesize it. (6) Given the product [CH3:32][CH:27]1[O:28][CH:29]([CH3:31])[CH2:30][N:25]([C:22]2[N:21]=[CH:20][C:19]([NH:18][C:16]([C:15]3[CH:14]=[C:13]([C:6]4[CH:7]=[CH:8][C:3]([C:1]#[N:2])=[CH:4][CH:5]=4)[C:35]([CH3:36])=[CH:34][CH:33]=3)=[O:17])=[CH:24][CH:23]=2)[CH2:26]1, predict the reactants needed to synthesize it. The reactants are: [C:1]([C:3]1[CH:8]=[CH:7][C:6](B(O)O)=[CH:5][CH:4]=1)#[N:2].Br[C:13]1[CH:14]=[C:15]([CH:33]=[CH:34][C:35]=1[CH3:36])[C:16]([NH:18][C:19]1[CH:20]=[N:21][C:22]([N:25]2[CH2:30][CH:29]([CH3:31])[O:28][CH:27]([CH3:32])[CH2:26]2)=[CH:23][CH:24]=1)=[O:17].C([O-])([O-])=O.[Na+].[Na+].C1(C)C=CC=CC=1. (7) The reactants are: [CH3:1][C:2]1[C:10]2[C:9]([NH2:11])=[N:8][CH:7]=[N:6][C:5]=2[S:4][CH:3]=1.[H-].[Na+].[Cl:14][C:15]1[CH:20]=[CH:19][C:18]([CH2:21][C:22](Cl)=[O:23])=[CH:17][CH:16]=1. Given the product [Cl:14][C:15]1[CH:20]=[CH:19][C:18]([CH2:21][C:22]([NH:11][C:9]2[C:10]3[C:2]([CH3:1])=[CH:3][S:4][C:5]=3[N:6]=[CH:7][N:8]=2)=[O:23])=[CH:17][CH:16]=1, predict the reactants needed to synthesize it. (8) Given the product [CH:18]1[CH:19]=[CH:20][C:21]2[N:22]=[C:23]([CH:24]3[CH2:26][CH2:25]3)[C:14](/[CH:13]=[CH:12]/[C@@H:11]([OH:34])[CH2:10][C@@H:9]([OH:35])[CH2:8][C:6]([OH:7])=[O:5])=[C:15]([C:27]3[CH:28]=[CH:29][C:30]([F:33])=[CH:31][CH:32]=3)[C:16]=2[CH:17]=1, predict the reactants needed to synthesize it. The reactants are: CC([O:5][C:6]([CH2:8][CH:9]([OH:35])[CH2:10][CH:11]([OH:34])[CH:12]=[CH:13][C:14]1[C:23]([CH:24]2[CH2:26][CH2:25]2)=[N:22][C:21]2[C:16](=[CH:17][CH:18]=[CH:19][CH:20]=2)[C:15]=1[C:27]1[CH:32]=[CH:31][C:30]([F:33])=[CH:29][CH:28]=1)=[O:7])(C)C.[OH-].[Na+].